This data is from Forward reaction prediction with 1.9M reactions from USPTO patents (1976-2016). The task is: Predict the product of the given reaction. Given the reactants Br[C:2]1[C:12]2[O:11][CH2:10][CH2:9][N:8]([C:13]([O:15][C:16]([CH3:19])([CH3:18])[CH3:17])=[O:14])[CH2:7][C:6]=2[CH:5]=[CH:4][CH:3]=1.C([Li])CCC.CCCCCC.[C:31]1(=[O:36])[CH2:35][CH2:34][CH2:33][CH2:32]1.[Cl-].[NH4+], predict the reaction product. The product is: [OH:36][C:31]1([C:2]2[C:12]3[O:11][CH2:10][CH2:9][N:8]([C:13]([O:15][C:16]([CH3:19])([CH3:18])[CH3:17])=[O:14])[CH2:7][C:6]=3[CH:5]=[CH:4][CH:3]=2)[CH2:35][CH2:34][CH2:33][CH2:32]1.